From a dataset of Forward reaction prediction with 1.9M reactions from USPTO patents (1976-2016). Predict the product of the given reaction. (1) Given the reactants [Br:1][C:2]1[CH:7]=[CH:6][C:5]([C:8](O)([CH2:11][CH3:12])[CH2:9][CH3:10])=[CH:4][CH:3]=1.[C:14]1([CH3:21])[C:19]([OH:20])=[CH:18][CH:17]=[CH:16][CH:15]=1.OS(O)(=O)=O, predict the reaction product. The product is: [Br:1][C:2]1[CH:7]=[CH:6][C:5]([C:8]([C:16]2[CH:17]=[CH:18][C:19]([OH:20])=[C:14]([CH3:21])[CH:15]=2)([CH2:11][CH3:12])[CH2:9][CH3:10])=[CH:4][CH:3]=1. (2) Given the reactants C([O:8][C:9]1[CH:10]=[CH:11][C:12]([C:19]2[CH:28]=[C:27]3[C:22]([CH2:23][CH2:24][CH2:25][N:26]3[C:29]([O:31][C:32]([CH3:35])([CH3:34])[CH3:33])=[O:30])=[CH:21][CH:20]=2)=[N:13][C:14]=1[C:15]([O:17][CH3:18])=[O:16])C1C=CC=CC=1, predict the reaction product. The product is: [OH:8][C:9]1[CH:10]=[CH:11][C:12]([C:19]2[CH:28]=[C:27]3[C:22]([CH2:23][CH2:24][CH2:25][N:26]3[C:29]([O:31][C:32]([CH3:35])([CH3:34])[CH3:33])=[O:30])=[CH:21][CH:20]=2)=[N:13][C:14]=1[C:15]([O:17][CH3:18])=[O:16]. (3) Given the reactants [Cl:1][C:2]1[CH:7]=[CH:6][C:5]([NH:8][C:9]([C:11]2[CH:19]=[CH:18][C:14]([C:15]([OH:17])=O)=[CH:13][CH:12]=2)=[O:10])=[CH:4][C:3]=1[C:20]1[CH:25]=[CH:24][CH:23]=[CH:22][N:21]=1.[NH2:26][C:27]1[CH:32]=[CH:31][C:30]([NH2:33])=[CH:29][N:28]=1, predict the reaction product. The product is: [NH2:26][C:27]1[N:28]=[CH:29][C:30]([NH:33][C:15](=[O:17])[C:14]2[CH:13]=[CH:12][C:11]([C:9]([NH:8][C:5]3[CH:6]=[CH:7][C:2]([Cl:1])=[C:3]([C:20]4[CH:25]=[CH:24][CH:23]=[CH:22][N:21]=4)[CH:4]=3)=[O:10])=[CH:19][CH:18]=2)=[CH:31][CH:32]=1. (4) Given the reactants [NH2:1][C:2]1[CH:7]=[CH:6][C:5]([C:8]2[NH:12][C:11]([C@H:13]3[N:21]4[C:16](=[CH:17][C:18]([C:23]5[CH:28]=[C:27]([Cl:29])[CH:26]=[CH:25][C:24]=5[N:30]5[CH:34]=[N:33][N:32]=[N:31]5)=[CH:19][C:20]4=[O:22])[CH2:15][CH2:14]3)=[N:10][CH:9]=2)=[CH:4][CH:3]=1.[OH:35][C:36]([CH3:42])([CH3:41])[CH2:37][C:38](O)=[O:39], predict the reaction product. The product is: [Cl:29][C:27]1[CH:26]=[CH:25][C:24]([N:30]2[CH:34]=[N:33][N:32]=[N:31]2)=[C:23]([C:18]2[CH:17]=[C:16]3[N:21]([C@H:13]([C:11]4[NH:12][C:8]([C:5]5[CH:4]=[CH:3][C:2]([NH:1][C:38](=[O:39])[CH2:37][C:36]([OH:35])([CH3:42])[CH3:41])=[CH:7][CH:6]=5)=[CH:9][N:10]=4)[CH2:14][CH2:15]3)[C:20](=[O:22])[CH:19]=2)[CH:28]=1. (5) Given the reactants [H-].[H-].[H-].[H-].[Li+].[Al+3].[F:7][C:8]1([F:24])[CH2:12][N:11]([C:13](OC(C)(C)C)=O)[C@H:10]([C:20](OC)=[O:21])[CH2:9]1, predict the reaction product. The product is: [F:7][C:8]1([F:24])[CH2:12][N:11]([CH3:13])[C@H:10]([CH2:20][OH:21])[CH2:9]1. (6) The product is: [NH2:19][C:13]1[C:14]([NH:18][C:29](=[O:30])[O:31][CH2:32][CH3:33])=[C:15]([NH2:17])[N:16]=[C:11]([N:10]2[C:4]3[C:5](=[N:6][CH:7]=[C:2]([F:1])[CH:3]=3)[C:8]([CH2:20][C:21]3[CH:26]=[CH:25][CH:24]=[CH:23][C:22]=3[F:27])=[N:9]2)[N:12]=1. Given the reactants [F:1][C:2]1[CH:3]=[C:4]2[N:10]([C:11]3[N:16]=[C:15]([NH2:17])[C:14]([NH2:18])=[C:13]([NH2:19])[N:12]=3)[N:9]=[C:8]([CH2:20][C:21]3[CH:26]=[CH:25][CH:24]=[CH:23][C:22]=3[F:27])[C:5]2=[N:6][CH:7]=1.Cl[C:29]([O:31][CH2:32][CH3:33])=[O:30], predict the reaction product. (7) Given the reactants [Cl-].O[NH3+:3].[C:4](=[O:7])([O-])[OH:5].[Na+].CS(C)=O.[CH3:13][C:14]1[N:15]=[C:16]([CH2:43][CH2:44][CH3:45])[N:17]([CH2:28][C:29]2[CH:34]=[CH:33][C:32]([C:35]3[C:36]([C:41]#[N:42])=[CH:37][CH:38]=[CH:39][CH:40]=3)=[CH:31][CH:30]=2)[C:18](=[O:27])[C:19]=1[O:20][C:21]1[CH:26]=[CH:25][CH:24]=[CH:23][CH:22]=1, predict the reaction product. The product is: [CH3:13][C:14]1[N:15]=[C:16]([CH2:43][CH2:44][CH3:45])[N:17]([CH2:28][C:29]2[CH:34]=[CH:33][C:32]([C:35]3[CH:40]=[CH:39][CH:38]=[CH:37][C:36]=3[C:41]3[NH:3][C:4](=[O:7])[O:5][N:42]=3)=[CH:31][CH:30]=2)[C:18](=[O:27])[C:19]=1[O:20][C:21]1[CH:22]=[CH:23][CH:24]=[CH:25][CH:26]=1. (8) Given the reactants [F:1][C:2]1[CH:7]=[CH:6][C:5]([N+:8]([O-:10])=[O:9])=[C:4](I)[CH:3]=1.[C:12]1([Mg]Cl)[CH:17]=CC=C[CH:13]=1.C([Cu])#N.C(Br)C=C, predict the reaction product. The product is: [F:1][C:2]1[CH:7]=[CH:6][C:5]([N+:8]([O-:10])=[O:9])=[C:4]([CH2:17][CH:12]=[CH2:13])[CH:3]=1. (9) The product is: [NH2:1][C:4]1[CH:5]=[CH:6][C:7]([NH:10][C:11]([N:13]2[CH2:22][CH2:21][C:20]3[C:15](=[CH:16][CH:17]=[CH:18][CH:19]=3)[CH2:14]2)=[O:12])=[CH:8][CH:9]=1. Given the reactants [N+:1]([C:4]1[CH:9]=[CH:8][C:7]([NH:10][C:11]([N:13]2[CH2:22][CH2:21][C:20]3[C:15](=[CH:16][CH:17]=[CH:18][CH:19]=3)[CH2:14]2)=[O:12])=[CH:6][CH:5]=1)([O-])=O, predict the reaction product.